From a dataset of Full USPTO retrosynthesis dataset with 1.9M reactions from patents (1976-2016). Predict the reactants needed to synthesize the given product. (1) Given the product [C:11]([N:9]([CH2:1][CH2:2][C:3]1[CH:8]=[CH:7][CH:6]=[CH:5][CH:4]=1)[NH:10][C:15](=[O:20])[C:16]([O:18][CH3:19])=[O:17])(=[S:13])[NH2:12], predict the reactants needed to synthesize it. The reactants are: [CH2:1]([N:9]([C:11](=[S:13])[NH2:12])[NH2:10])[CH2:2][C:3]1[CH:8]=[CH:7][CH:6]=[CH:5][CH:4]=1.Cl[C:15](=[O:20])[C:16]([O:18][CH3:19])=[O:17]. (2) Given the product [Cl:1][C:2]1[CH:3]=[C:4]([CH:7]=[CH:8][C:9]=1[NH:10][N:11]=[CH:16][C:15]1[CH:18]=[CH:19][C:20]([OH:21])=[C:13]([OH:12])[CH:14]=1)[C:5]#[N:6], predict the reactants needed to synthesize it. The reactants are: [Cl:1][C:2]1[CH:3]=[C:4]([CH:7]=[CH:8][C:9]=1[NH:10][NH2:11])[C:5]#[N:6].[OH:12][C:13]1[CH:14]=[C:15]([CH:18]=[CH:19][C:20]=1[OH:21])[CH:16]=O. (3) The reactants are: [NH2:1][C:2]1[CH:3]=[C:4]2[C:9](=[C:10]([Br:12])[CH:11]=1)[N:8]=[CH:7][C:6]([C:13]#[N:14])=[C:5]2[NH:15][C:16]1[CH:21]=[CH:20][C:19]([F:22])=[C:18]([Cl:23])[CH:17]=1.[CH2:24]([C:28]1[NH:29][C:30]([CH:33]=O)=[CH:31][N:32]=1)[CH2:25][CH2:26][CH3:27].[BH3-]C#N.[Na+]. Given the product [Br:12][C:10]1[CH:11]=[C:2]([NH:1][CH2:33][C:30]2[NH:29][C:28]([CH2:24][CH2:25][CH2:26][CH3:27])=[N:32][CH:31]=2)[CH:3]=[C:4]2[C:9]=1[N:8]=[CH:7][C:6]([C:13]#[N:14])=[C:5]2[NH:15][C:16]1[CH:21]=[CH:20][C:19]([F:22])=[C:18]([Cl:23])[CH:17]=1, predict the reactants needed to synthesize it. (4) The reactants are: [Cl:1][C:2]1[CH:3]=[CH:4][C:5]([O:11][CH3:12])=[C:6]([CH:8](O)[CH3:9])[CH:7]=1.C([SiH](CC)CC)C. Given the product [Cl:1][C:2]1[CH:3]=[CH:4][C:5]([O:11][CH3:12])=[C:6]([CH2:8][CH3:9])[CH:7]=1, predict the reactants needed to synthesize it.